This data is from Full USPTO retrosynthesis dataset with 1.9M reactions from patents (1976-2016). The task is: Predict the reactants needed to synthesize the given product. (1) Given the product [C:26]([O:25][C:23]([NH:22][C@H:19]1[CH2:20][CH2:21][C@H:16]([N:13]([CH2:14][CH3:15])[C:4]2[C:5]([CH3:12])=[C:6]([CH:11]=[C:2]([C:34]3[CH:35]=[N:36][C:31]([OH:30])=[CH:32][CH:33]=3)[CH:3]=2)[C:7]([O:9][CH3:10])=[O:8])[CH2:17][CH2:18]1)=[O:24])([CH3:28])([CH3:29])[CH3:27], predict the reactants needed to synthesize it. The reactants are: Br[C:2]1[CH:3]=[C:4]([N:13]([C@H:16]2[CH2:21][CH2:20][C@H:19]([NH:22][C:23]([O:25][C:26]([CH3:29])([CH3:28])[CH3:27])=[O:24])[CH2:18][CH2:17]2)[CH2:14][CH3:15])[C:5]([CH3:12])=[C:6]([CH:11]=1)[C:7]([O:9][CH3:10])=[O:8].[OH:30][C:31]1[N:36]=[CH:35][C:34](B(O)O)=[CH:33][CH:32]=1.C([O-])([O-])=O.[Na+].[Na+]. (2) The reactants are: [NH2:1][C:2]1[CH:7]=[C:6]([O:8][C:9]2[CH:14]=[CH:13][C:12]([NH:15][C:16]([NH:18][C:19](=[O:27])[CH2:20][C:21]3[CH:26]=[CH:25][CH:24]=[CH:23][CH:22]=3)=[S:17])=[CH:11][C:10]=2[F:28])[CH:5]=[CH:4][N:3]=1.CN1CC[O:33][CH2:32]C1.ClC(OC1C=CC=CC=1)=O.[N:46]1([CH:51]2[CH2:56][CH2:55][NH:54][CH2:53][CH2:52]2)[CH2:50][CH2:49][CH2:48][CH2:47]1. Given the product [F:28][C:10]1[CH:11]=[C:12]([NH:15][C:16]([NH:18][C:19](=[O:27])[CH2:20][C:21]2[CH:22]=[CH:23][CH:24]=[CH:25][CH:26]=2)=[S:17])[CH:13]=[CH:14][C:9]=1[O:8][C:6]1[CH:5]=[CH:4][N:3]=[C:2]([NH:1][C:32]([N:54]2[CH2:55][CH2:56][CH:51]([N:46]3[CH2:50][CH2:49][CH2:48][CH2:47]3)[CH2:52][CH2:53]2)=[O:33])[CH:7]=1, predict the reactants needed to synthesize it. (3) Given the product [CH3:1][O:2][C:3]1[N:12]=[C:11]2[C:6]([CH:7]=[CH:8][C:9](=[O:16])[N:10]2[CH2:13][CH2:14][N:23]2[CH2:24][CH2:25][CH:26]([NH:29][C:30](=[O:36])[O:31][C:32]([CH3:34])([CH3:33])[CH3:35])[CH2:27][CH2:28]2)=[CH:5][CH:4]=1, predict the reactants needed to synthesize it. The reactants are: [CH3:1][O:2][C:3]1[N:12]=[C:11]2[C:6]([CH:7]=[CH:8][C:9](=[O:16])[N:10]2[CH2:13][CH:14]=C)=[CH:5][CH:4]=1.I([O-])(=O)(=O)=O.[Na+].[NH:23]1[CH2:28][CH2:27][CH:26]([NH:29][C:30](=[O:36])[O:31][C:32]([CH3:35])([CH3:34])[CH3:33])[CH2:25][CH2:24]1.C(O[BH-](OC(=O)C)OC(=O)C)(=O)C.[Na+].C(=O)(O)[O-].[Na+]. (4) Given the product [Cl:17][C:18]1[CH:19]=[C:20]2[C:21]([C:3]([S:4][C:5]3[CH:10]=[CH:9][C:8]([CH2:11][C:12]([OH:14])=[O:13])=[CH:7][CH:6]=3)=[C:2]([CH3:15])[NH:24]2)=[CH:22][CH:23]=1, predict the reactants needed to synthesize it. The reactants are: O=[C:2]([CH3:15])[CH2:3][S:4][C:5]1[CH:10]=[CH:9][C:8]([CH2:11][C:12]([OH:14])=[O:13])=[CH:7][CH:6]=1.Cl.[Cl:17][C:18]1[CH:19]=[C:20]([NH:24]N)[CH:21]=[CH:22][CH:23]=1. (5) Given the product [C:2]([C:4]1[N:5]([C:15]2[CH:28]=[CH:27][C:18]([CH2:19][NH:20][C:21]([C:23]3([NH:26][C:36]([C:34]4[O:33][N:32]=[C:31]([O:30][CH3:29])[CH:35]=4)=[O:37])[CH2:24][CH2:25]3)=[O:22])=[CH:17][CH:16]=2)[C:6]2[C:11]([CH:12]=1)=[CH:10][C:9]([O:13][CH3:14])=[CH:8][CH:7]=2)#[N:3], predict the reactants needed to synthesize it. The reactants are: Cl.[C:2]([C:4]1[N:5]([C:15]2[CH:28]=[CH:27][C:18]([CH2:19][NH:20][C:21]([C:23]3([NH2:26])[CH2:25][CH2:24]3)=[O:22])=[CH:17][CH:16]=2)[C:6]2[C:11]([CH:12]=1)=[CH:10][C:9]([O:13][CH3:14])=[CH:8][CH:7]=2)#[N:3].[CH3:29][O:30][C:31]1[CH:35]=[C:34]([C:36](O)=[O:37])[O:33][N:32]=1. (6) Given the product [NH2:25][C:21]1[C:18]2[C:19](=[O:20])[N:13]([C:10]3[CH:11]=[CH:12][C:7]([C:34]4[CH:33]=[CH:32][C:31]([F:30])=[CH:36][C:35]=4[F:37])=[C:8]([F:27])[CH:9]=3)[CH2:14][C@@H:15]([CH3:26])[O:16][C:17]=2[N:24]=[CH:23][N:22]=1, predict the reactants needed to synthesize it. The reactants are: FC(F)(F)S(O[C:7]1[CH:12]=[CH:11][C:10]([N:13]2[C:19](=[O:20])[C:18]3[C:21]([NH2:25])=[N:22][CH:23]=[N:24][C:17]=3[O:16][C@H:15]([CH3:26])[CH2:14]2)=[CH:9][C:8]=1[F:27])(=O)=O.[F:30][C:31]1[CH:36]=[C:35]([F:37])[CH:34]=[CH:33][C:32]=1B(O)O.P([O-])([O-])([O-])=O.[K+].[K+].[K+].C(O)C. (7) Given the product [CH:18]([NH:17][C:16]([NH:7][CH2:6][CH2:5][CH2:4][Si:3]([O:8][CH3:9])([O:10][CH3:11])[O:2][CH3:1])=[N:15][CH:12]([CH3:14])[CH3:13])([CH3:20])[CH3:19], predict the reactants needed to synthesize it. The reactants are: [CH3:1][O:2][Si:3]([O:10][CH3:11])([O:8][CH3:9])[CH2:4][CH2:5][CH2:6][NH2:7].[CH:12]([N:15]=[C:16]=[N:17][CH:18]([CH3:20])[CH3:19])([CH3:14])[CH3:13]. (8) Given the product [CH2:1]([C:8]([CH2:18]/[CH:17]=[CH:16]/[Cl:15])([C:9]#[N:10])[C:11]#[N:12])[C:2]1[CH:7]=[CH:6][CH:5]=[CH:4][CH:3]=1, predict the reactants needed to synthesize it. The reactants are: [CH2:1]([CH:8]([C:11]#[N:12])[C:9]#[N:10])[C:2]1[CH:7]=[CH:6][CH:5]=[CH:4][CH:3]=1.[H-].[Na+].[Cl:15][CH:16]=[CH:17][CH2:18]Cl.